Dataset: Reaction yield outcomes from USPTO patents with 853,638 reactions. Task: Predict the reaction yield, written as a fraction of the theoretical maximum amount of product (1.0 means a 100% yield; for example, 0.34 means a 34% yield). (1) The reactants are [Cl:1][C:2]1[CH:7]=[CH:6][C:5]([OH:8])=[CH:4][CH:3]=1.[H-].[Na+].[Br:11][CH2:12][CH2:13][CH2:14]Br.[Cl-].[NH4+]. The catalyst is C1COCC1. The product is [Br:11][CH2:12][CH2:13][CH2:14][O:8][C:5]1[CH:6]=[CH:7][C:2]([Cl:1])=[CH:3][CH:4]=1. The yield is 0.300. (2) The product is [OH:42][C:36]1[CH:35]=[CH:34][C:33]([NH:32][C:25](=[O:26])[C:24]2[CH:23]=[CH:22][C:21]([CH2:20][C@@:3]3([C:11]4[CH2:12][C:13]5[C:18]([CH:19]=4)=[CH:17][CH:16]=[CH:15][CH:14]=5)[CH2:4][C:5]4[C:10](=[CH:9][CH:8]=[CH:7][CH:6]=4)[C@H:2]3[OH:1])=[CH:31][CH:30]=2)=[CH:41][C:37]=1[C:38]([OH:40])=[O:39]. The reactants are [OH:1][C@@H:2]1[C:10]2[C:5](=[CH:6][CH:7]=[CH:8][CH:9]=2)[CH2:4][C@@:3]1([CH2:20][C:21]1[CH:31]=[CH:30][C:24]([C:25](OCC)=[O:26])=[CH:23][CH:22]=1)[C:11]1[CH2:12][C:13]2[C:18]([CH:19]=1)=[CH:17][CH:16]=[CH:15][CH:14]=2.[NH2:32][C:33]1[CH:34]=[CH:35][C:36]([OH:42])=[C:37]([CH:41]=1)[C:38]([OH:40])=[O:39].C[Al](C)C. The catalyst is C1COCC1. The yield is 0.360.